This data is from Full USPTO retrosynthesis dataset with 1.9M reactions from patents (1976-2016). The task is: Predict the reactants needed to synthesize the given product. (1) The reactants are: [OH:1][C@H:2]1[CH2:7][CH2:6][C@H:5]([N:8]2[C:16](=[O:17])[C:15]3[C:10](=[CH:11][CH:12]=[CH:13][CH:14]=3)[C:9]2=[O:18])[CH2:4][CH2:3]1.C1(P(C2C=CC=CC=2)C2C=CC=CC=2)C=CC=CC=1.[N+:38]([C:41]1[CH:49]=[CH:48][C:44]([C:45](O)=[O:46])=[CH:43][CH:42]=1)([O-:40])=[O:39].N(C(OC(C)C)=O)=NC(OC(C)C)=O. Given the product [O:17]=[C:16]1[C:15]2[C:10](=[CH:11][CH:12]=[CH:13][CH:14]=2)[C:9](=[O:18])[N:8]1[C@H:5]1[CH2:4][CH2:3][C@H:2]([O:1][C:45](=[O:46])[C:44]2[CH:43]=[CH:42][C:41]([N+:38]([O-:40])=[O:39])=[CH:49][CH:48]=2)[CH2:7][CH2:6]1, predict the reactants needed to synthesize it. (2) Given the product [NH2:1][C@H:2]([C:8]([OH:10])=[O:9])[CH2:3][CH2:4][CH2:5][CH2:6][NH:7][C:52](=[O:53])[C@@H:51]1[N:50]=[CH:55][CH2:54][C@H:32]1[CH3:33], predict the reactants needed to synthesize it. The reactants are: [NH:1](C(OC(C)(C)C)=O)[C@H:2]([C:8]([O:10]C(C)(C)C)=[O:9])[CH2:3][CH2:4][CH2:5][CH2:6][NH2:7].F[P-](F)(F)(F)(F)F.N1(O[P+](N(C)C)(N(C)C)N(C)C)[C:33]2C=CC=C[C:32]=2N=N1.C[N:50]1[CH2:55][CH2:54][O:53][CH2:52][CH2:51]1.C(O)(C(F)(F)F)=O. (3) Given the product [C:20]([C:5]1[C:4]([C:1](=[O:3])[CH3:2])=[C:8]([CH3:9])[N:7]([C:10]2[CH:15]=[CH:14][C:13]([O:16][CH2:30][CH3:31])=[CH:12][C:11]=2[O:17][CH3:18])[C:6]=1[CH3:19])(=[O:22])[CH3:21], predict the reactants needed to synthesize it. The reactants are: [C:1]([C:4]1[C:5]([C:20](=[O:22])[CH3:21])=[C:6]([CH3:19])[N:7]([C:10]2[CH:15]=[CH:14][C:13]([OH:16])=[CH:12][C:11]=2[O:17][CH3:18])[C:8]=1[CH3:9])(=[O:3])[CH3:2].C([O-])([O-])=O.[K+].[K+].Br[CH2:30][CH3:31]. (4) Given the product [Cl:21][C:8]1[CH:9]=[C:10]([NH:13][S:14]([C:17]([F:20])([F:19])[F:18])(=[O:16])=[O:15])[CH:11]=[CH:12][C:7]=1[C:5]1[N:6]=[C:2]([C:27]2[C:23]([CH3:22])=[N:24][O:25][C:26]=2[CH3:37])[S:3][CH:4]=1, predict the reactants needed to synthesize it. The reactants are: Br[C:2]1[S:3][CH:4]=[C:5]([C:7]2[CH:12]=[CH:11][C:10]([NH:13][S:14]([C:17]([F:20])([F:19])[F:18])(=[O:16])=[O:15])=[CH:9][C:8]=2[Cl:21])[N:6]=1.[CH3:22][C:23]1[C:27](B2OC(C)(C)C(C)(C)O2)=[C:26]([CH3:37])[O:25][N:24]=1.C(=O)([O-])[O-].[K+].[K+].CN(C)C=O. (5) Given the product [Cl:1][C:2]1[N:11]=[CH:10][C:9]2[N:8]([CH2:23][C:24]3[O:28][CH:27]=[N:26][CH:25]=3)[CH2:7][C@@H:6]3[CH2:12][O:13][CH2:14][CH2:15][N:5]3[C:4]=2[N:3]=1, predict the reactants needed to synthesize it. The reactants are: [Cl:1][C:2]1[N:11]=[CH:10][C:9]2[NH:8][CH2:7][C@@H:6]3[CH2:12][O:13][CH2:14][CH2:15][N:5]3[C:4]=2[N:3]=1.CC(C)([O-])C.[Na+].Cl[CH2:23][C:24]1[O:28][CH:27]=[N:26][CH:25]=1.